This data is from Catalyst prediction with 721,799 reactions and 888 catalyst types from USPTO. The task is: Predict which catalyst facilitates the given reaction. (1) Reactant: B.[O:2]1CCCC1.[CH2:7]([O:14][C:15]1[CH:20]=[CH:19][C:18]([CH:21]2[CH:26]=[CH:25][N:24]([CH:27]([C:29]3[CH:34]=[CH:33][CH:32]=[CH:31][CH:30]=3)[CH3:28])[CH2:23][CH:22]2[O:35][Si:36]([CH:43]([CH3:45])[CH3:44])([CH:40]([CH3:42])[CH3:41])[CH:37]([CH3:39])[CH3:38])=[CH:17][CH:16]=1)[C:8]1[CH:13]=[CH:12][CH:11]=[CH:10][CH:9]=1.O.C([O-])([O-])=O.C([O-])([O-])=O.OO.OO.OO.[Na+].[Na+].[Na+].[Na+]. Product: [CH2:7]([O:14][C:15]1[CH:16]=[CH:17][C:18]([CH:21]2[CH:22]([O:35][Si:36]([CH:40]([CH3:42])[CH3:41])([CH:37]([CH3:38])[CH3:39])[CH:43]([CH3:45])[CH3:44])[CH2:23][N:24]([CH:27]([C:29]3[CH:30]=[CH:31][CH:32]=[CH:33][CH:34]=3)[CH3:28])[CH2:25][CH:26]2[OH:2])=[CH:19][CH:20]=1)[C:8]1[CH:9]=[CH:10][CH:11]=[CH:12][CH:13]=1. The catalyst class is: 57. (2) Reactant: [CH3:1][N:2]1[C:10]2[C:5](=[CH:6][CH:7]=[CH:8][CH:9]=2)[CH:4]=[C:3]1[C:11]1[CH:12]=[N:13][CH:14]=[C:15]([CH:19]=1)[C:16](O)=[O:17].C1C=CC2N(O)N=[N:26]C=2C=1.CCN=C=NCCCN(C)C.CCN(C(C)C)C(C)C.[Cl-].[NH4+]. Product: [NH4+:2].[OH-:17].[CH3:1][N:2]1[C:10]2[C:5](=[CH:6][CH:7]=[CH:8][CH:9]=2)[CH:4]=[C:3]1[C:11]1[CH:12]=[N:13][CH:14]=[C:15]([CH:19]=1)[C:16]([NH2:26])=[O:17]. The catalyst class is: 3.